Task: Binary Classification. Given a miRNA mature sequence and a target amino acid sequence, predict their likelihood of interaction.. Dataset: Experimentally validated miRNA-target interactions with 360,000+ pairs, plus equal number of negative samples (1) The miRNA is mmu-miR-133b-3p with sequence UUUGGUCCCCUUCAACCAGCUA. The protein sequence of the target gene is MNHSPLKTALAYECFQDQDNSTLALPSDQKMKTGTSGRQRVQEQVMMTVKRQKSKSSQSSTLSHSNRGSMYDGLADNYNYGTTSRSSYYSKFQAGNGSWGYPIYNGTLKREPDNRRFSSYSQMENWSRHYPRGSCNTTGAGSDICFMQKIKASRSEPDLYCDPRGTLRKGTLGSKGQKTTQNRYSFYSTCSGQKAIKKCPVRPPSCASKQDPVYIPPISCNKDLSFGHSRASSKICSEDIECSGLTIPKAVQYLSSQDEKYQAIGAYYIQHTCFQDESAKQQVYQLGGICKLVDLLRSPN.... Result: 0 (no interaction). (2) The miRNA is hsa-miR-6511a-5p with sequence CAGGCAGAAGUGGGGCUGACAGG. Result: 1 (interaction). The protein sequence of the target gene is MDVFLMIRRHKTTIFTDAKESSTVFELKRIVEGILKRPPDEQRLYKDDQLLDDGKTLGECGFTSQTARPQAPATVGLAFRADDTFEALCIEPFSSPPELPDVMKPQDSGSSANEQAVQ. (3) Result: 0 (no interaction). The miRNA is hsa-miR-4512 with sequence CAGGGCCUCACUGUAUCGCCCA. The protein sequence of the target gene is MSGQQERAERQREELSASASPPSRFVLGLDVGSTVIRCHVYDQTARVRGSSAQKVENVYPQPGWVEIDPDSLWAQFVAVIKDAVKAAGVQMNQIVGLGISTQRATFITWNKKTGHHFHNFISWQDLRAAELVKSWNNSLIMKLLHGATRVLHFFSRSKVMLTVSRFNFSTQHATLRLTWILQNLSEVKRAVEEDNCCFGTIDTWLLYKLTKGSSYATDYSNASTTGFFDPYAMRWSRLITTMVSIPLSILPPVKDTSYNFGSVDEKIFGVPIPVVALVGDQQSAMFGECCFETGDVKLTM.... (4) The miRNA is ath-miR156d-5p with sequence UGACAGAAGAGAGUGAGCAC. The protein sequence of the target gene is MAPLRALLSYLLPLHCALCAAAGSRTPELHLSGKLSDYGVTVPCSTDFRGRFLSHVVSGPAAASAGSMVVDTPPTLPRHSSHLRVARSPLHPGGTLWPGRVGRHSLYFNVTVFGKELHLRLRPNRRLVVPGSSVEWQEDFRELFRQPLRQECVYTGGVTGMPGAAVAISNCDGLAGLIRTDSTDFFIEPLERGQQEKEASGRTHVVYRREAVQQEWAEPDGDLHNEAFGLGDLPNLLGLVGDQLGDTERKRRHAKPGSYSIEVLLVVDDSVVRFHGKEHVQNYVLTLMNIVDEIYHDESL.... Result: 0 (no interaction). (5) The miRNA is cel-miR-360-3p with sequence UGACCGUAAUCCCGUUCACAA. The protein sequence of the target gene is MYTFVVRDENSSVYAEVSRLLLATGYWKRLRRDNPRFNLMLGERNRLPFGRLGHEPGLAQLVNYYRGADKLCRKASLVKLVKTSPELSESCSWFPESYVIYPTNLKTPVAPAQNGIQLPVSNSRTDEREFFLASYNRKKEDGEGNVWIAKSSAGAKGEGILISSEASELLDFIDSQGQVHVIQKYLERPLLLEPGHRKFDIRSWVLVDHQYNIYLYREGVLRTASEPYHVDNFQDKTCHLTNHCIQKEYSKNYGKYEEGNEMFFEEFNQYLTSALNITLESSILLQIKHIIRSCLMSVEP.... Result: 0 (no interaction). (6) The miRNA is hsa-miR-1827 with sequence UGAGGCAGUAGAUUGAAU. The protein sequence of the target gene is MDETVAEFIKRTILKIPMNELTTILKAWDFLSENQLQTVNFRQRKESVVQHLIHLCEEKRASISDAALLDIIYMQFHQHQKVWEVFQMSKGPGEDVDLFDMKQFKNSFKKILQRALKNVTVSFRETEENAVWIRIAWGTQYTKPNQYKPTYVVYYSQTPYAFTSSSMLRRNTPLLGQALTIASKHHQIVKMDLRSRYLDSLKAIVFKQYNQTFETHNSTTPLQERSLGLDINMDSRIIHENIVEKERVQRITQETFGDYPQPQLEFAQYKLETKFKSGLNGSILAEREEPLRCLIKFSSP.... Result: 1 (interaction). (7) The miRNA is hsa-miR-33a-5p with sequence GUGCAUUGUAGUUGCAUUGCA. The protein sequence of the target gene is MTHSLVCPETVSRVSSVLNRNTRQFGKKHLFDQDEETCWNSDQGPSQWVTLEFPQLIRVSQLQIQFQGGFSSRRGCLEGSQGTQALHKIVDFYPEDNNSLQTFPIPAAEVDRLKVTFEDATDFFGRVVIYHLRVLGEKV. Result: 1 (interaction). (8) The miRNA is hsa-miR-629-5p with sequence UGGGUUUACGUUGGGAGAACU. The protein sequence of the target gene is MNNNTTCIQPSMISSMALPIIYILLCIVGVFGNTLSQWIFLTKIGKKTSTHIYLSHLVTANLLVCSAMPFMSIYFLKGFQWEYQSAQCRVVNFLGTLSMHASMFVSLLILSWIAISRYATLMQKDSSQETTSCYEKIFYGHLLKKFRQPNFARKLCIYIWGVVLGIIIPVTVYYSVIEATEGEESLCYNRQMELGAMISQIAGLIGTTFIGFSFLVVLTSYYSFVSHLRKIRTCTSIMEKDLTYSSVKRHLLVIQILLIVCFLPYSIFKPIFYVLHQRDNCQQLNYLIETKNILTCLASA.... Result: 1 (interaction). (9) The miRNA is hsa-miR-6780a-5p with sequence UUGGGAGGGAAGACAGCUGGAGA. The protein sequence of the target gene is MERPAPLAVLPFSDPAHALSLLRGLSQLRAERKFLDVTLEAAGGRDFPAHRAVLAAASPYFRAMFAGQLRESRAERVRLHGVPPDMLQLLLDFSYTGRVAVSGDNAEPLLRAADLLQFPAVKEACGAFLQQQLDLANCLDMQDFAEAFSCSGLASAAQRFILRHVGELGAEQLERLPLARLLRYLRDDGLCVPKEEAAYQLALRWVRADPPRRAPHWPQLLEAVRLPFVRRFYLLAHVEAEPLVARCPPCLRLLREARDFQAARYDRHDRGPCPRMRPRPSTGLAEILVLVGGCDQDCDE.... Result: 0 (no interaction). (10) The miRNA is hsa-miR-6848-5p with sequence UGGGGGCUGGGAUGGGCCAUGGU. The protein sequence of the target gene is MEEPSEPEGLIDWKERCVALEAQLMKFRVQASKIRELLADKMQQLERQVIDAERQAEKAFQEVQVMEEKLKAANIQTSESETRLYKKCQDLESVMQEKDDIIQNLALRLEEQKQVRIQEAKIIEEKAAKIKEWVTVKLNELEVENQNLRFINQTQTEEIRAIQSKLQELQEKKISCVSSPKTSEGQRNLTFGCFLSRAKSPPCVVRCEEVSKMASNEPEITEGRCVEEMEIAEKPADNQVQENSRSQRKLHETSCSSEQNQKTRASFAMDGGTSQNSGVPVSDWSSDEDDGSKGRSKSRC.... Result: 0 (no interaction).